Predict the reactants needed to synthesize the given product. From a dataset of Full USPTO retrosynthesis dataset with 1.9M reactions from patents (1976-2016). Given the product [Cl:1][C:2]1[CH:3]=[C:4]2[C:9](=[CH:10][CH:11]=1)[N:8]=[C:7]([O:12][CH3:13])[C:6]([NH:14][C:15]([N:29]1[CH2:30][CH2:31][N:26]([C:21]3[CH:22]=[CH:23][CH:24]=[CH:25][N:20]=3)[CH2:27][CH2:28]1)=[O:19])=[N:5]2, predict the reactants needed to synthesize it. The reactants are: [Cl:1][C:2]1[CH:3]=[C:4]2[C:9](=[CH:10][CH:11]=1)[N:8]=[C:7]([O:12][CH3:13])[C:6]([NH:14][C:15](=[O:19])OCC)=[N:5]2.[N:20]1[CH:25]=[CH:24][CH:23]=[CH:22][C:21]=1[N:26]1[CH2:31][CH2:30][NH:29][CH2:28][CH2:27]1.